Dataset: Forward reaction prediction with 1.9M reactions from USPTO patents (1976-2016). Task: Predict the product of the given reaction. (1) Given the reactants [CH2:1]([C:8]1[N:12]([CH2:13][C:14]([OH:16])=O)[C:11]2[CH:17]=[CH:18][CH:19]=[CH:20][C:10]=2[N:9]=1)[C:2]1[CH:7]=[CH:6][CH:5]=[CH:4][CH:3]=1.[CH:21]([C:24]1[CH:25]=[CH:26][C:27]([CH3:31])=[C:28]([CH:30]=1)[NH2:29])([CH3:23])[CH3:22].CN(C(ON1N=NC2C=CC=NC1=2)=[N+](C)C)C.F[P-](F)(F)(F)(F)F, predict the reaction product. The product is: [CH2:1]([C:8]1[N:12]([CH2:13][C:14]([NH:29][C:28]2[CH:30]=[C:24]([CH:21]([CH3:22])[CH3:23])[CH:25]=[CH:26][C:27]=2[CH3:31])=[O:16])[C:11]2[CH:17]=[CH:18][CH:19]=[CH:20][C:10]=2[N:9]=1)[C:2]1[CH:3]=[CH:4][CH:5]=[CH:6][CH:7]=1. (2) Given the reactants [N:1]1([C:7]([N:9]2[CH2:14][CH:13]([C:15]3[CH:20]=[CH:19][C:18]([O:21][C:22]([F:25])([F:24])[F:23])=[CH:17][CH:16]=3)[CH2:12][CH:11]([C:26]([OH:28])=O)[CH2:10]2)=[O:8])[CH2:6][CH2:5][O:4][CH2:3][CH2:2]1.O[NH:30][C:31](=[NH:39])[CH2:32][C:33]1[CH:38]=[CH:37][CH:36]=[CH:35][CH:34]=1, predict the reaction product. The product is: [CH2:32]([C:31]1[N:39]=[C:26]([CH:11]2[CH2:12][CH:13]([C:15]3[CH:20]=[CH:19][C:18]([O:21][C:22]([F:23])([F:25])[F:24])=[CH:17][CH:16]=3)[CH2:14][N:9]([C:7]([N:1]3[CH2:6][CH2:5][O:4][CH2:3][CH2:2]3)=[O:8])[CH2:10]2)[O:28][N:30]=1)[C:33]1[CH:38]=[CH:37][CH:36]=[CH:35][CH:34]=1. (3) Given the reactants [Cl:1][C:2]1[CH:3]=[CH:4][CH:5]=[C:6]2[C:11]=1[N:10]=[CH:9][C:8]([S:12](Cl)(=[O:14])=[O:13])=[CH:7]2.[NH:16]1[C:24]2[C:19](=[CH:20][CH:21]=[CH:22][CH:23]=2)[CH2:18][CH2:17]1.C(N(CC)CC)C, predict the reaction product. The product is: [Cl:1][C:2]1[CH:3]=[CH:4][CH:5]=[C:6]2[C:11]=1[N:10]=[CH:9][C:8]([S:12]([N:16]1[C:24]3[C:19](=[CH:20][CH:21]=[CH:22][CH:23]=3)[CH2:18][CH2:17]1)(=[O:14])=[O:13])=[CH:7]2. (4) Given the reactants [Cl:1][C:2]1[CH:3]=[C:4]([C:9]2[C:14]([C:15]([NH:17][CH2:18][CH2:19][CH2:20][C:21]3[CH:26]=[CH:25][CH:24]=[CH:23][CH:22]=3)=[O:16])=[C:13]([CH3:27])[N:12]=[C:11](SC)[N:10]=2)[CH:5]=[CH:6][C:7]=1[Cl:8].Cl[C:31]1C=CC=C(C(OO)=O)C=1.[S:41](=[O:44])(O)[O-:42].[Na+], predict the reaction product. The product is: [Cl:1][C:2]1[CH:3]=[C:4]([C:9]2[C:14]([C:15]([NH:17][CH2:18][CH2:19][CH2:20][C:21]3[CH:26]=[CH:25][CH:24]=[CH:23][CH:22]=3)=[O:16])=[C:13]([CH3:27])[N:12]=[C:11]([S:41]([CH3:31])(=[O:44])=[O:42])[N:10]=2)[CH:5]=[CH:6][C:7]=1[Cl:8].